Dataset: Forward reaction prediction with 1.9M reactions from USPTO patents (1976-2016). Task: Predict the product of the given reaction. Given the reactants [CH3:1][N:2]1[C:6]2[CH:7]=[C:8]([N+:11]([O-])=O)[CH:9]=[CH:10][C:5]=2[O:4][C:3]1=[O:14].[H][H], predict the reaction product. The product is: [NH2:11][C:8]1[CH:9]=[CH:10][C:5]2[O:4][C:3](=[O:14])[N:2]([CH3:1])[C:6]=2[CH:7]=1.